Task: Predict the reactants needed to synthesize the given product.. Dataset: Full USPTO retrosynthesis dataset with 1.9M reactions from patents (1976-2016) (1) Given the product [CH:16]1([C:4](=[O:14])[CH2:5][NH:6][C:7](=[O:13])[O:8][C:9]([CH3:10])([CH3:11])[CH3:12])[CH2:21][CH2:20][CH2:19][CH2:18][CH2:17]1, predict the reactants needed to synthesize it. The reactants are: CON(C)[C:4](=[O:14])[CH2:5][NH:6][C:7](=[O:13])[O:8][C:9]([CH3:12])([CH3:11])[CH3:10].[CH:16]1([Mg]Cl)[CH2:21][CH2:20][CH2:19][CH2:18][CH2:17]1. (2) Given the product [F:1][C:2]1[CH:3]=[N:4][C:5]([C:8]([O:12][CH3:11])=[O:17])=[N:6][CH:7]=1, predict the reactants needed to synthesize it. The reactants are: [F:1][C:2]1[CH:3]=[N:4][C:5]([C:8]#N)=[N:6][CH:7]=1.Cl.[C:11]([O-])(O)=[O:12].[Na+].C[OH:17].